This data is from Peptide-MHC class I binding affinity with 185,985 pairs from IEDB/IMGT. The task is: Regression. Given a peptide amino acid sequence and an MHC pseudo amino acid sequence, predict their binding affinity value. This is MHC class I binding data. (1) The peptide sequence is TANIFRGSY. The MHC is HLA-A30:02 with pseudo-sequence HLA-A30:02. The binding affinity (normalized) is 0.823. (2) The peptide sequence is DVSPLMHLF. The MHC is HLA-A02:19 with pseudo-sequence HLA-A02:19. The binding affinity (normalized) is 0.0847. (3) The peptide sequence is SRFTYHRL. The MHC is H-2-Kb with pseudo-sequence H-2-Kb. The binding affinity (normalized) is 0.502.